This data is from Catalyst prediction with 721,799 reactions and 888 catalyst types from USPTO. The task is: Predict which catalyst facilitates the given reaction. (1) Reactant: [F:1][C:2]([F:19])([C:8]1[CH:13]=[CH:12][C:11]([O:14][CH:15]([CH3:17])[CH3:16])=[CH:10][C:9]=1[F:18])[C:3]([O:5]CC)=[O:4].O1CCCC1.CO.O.[OH-].[Li+]. Product: [F:19][C:2]([F:1])([C:8]1[CH:13]=[CH:12][C:11]([O:14][CH:15]([CH3:17])[CH3:16])=[CH:10][C:9]=1[F:18])[C:3]([OH:5])=[O:4]. The catalyst class is: 6. (2) Reactant: [C:1]([O:7][CH2:8][CH3:9])(=[O:6])[CH2:2][C:3]([OH:5])=O.N1C=CC=CC=1C1C=CC=CN=1.[Li]CCCC.[CH3:27][C:28](C)([CH:32]=[CH2:33])[C:29](Cl)=O. Product: [CH2:8]([O:7][C:1](=[O:6])[CH2:2][C:3](=[O:5])[C:28]([CH3:29])([CH3:27])[CH:32]=[CH2:33])[CH3:9]. The catalyst class is: 116.